Dataset: Peptide-MHC class I binding affinity with 185,985 pairs from IEDB/IMGT. Task: Regression. Given a peptide amino acid sequence and an MHC pseudo amino acid sequence, predict their binding affinity value. This is MHC class I binding data. (1) The peptide sequence is MSCDDVVFGI. The MHC is HLA-A02:02 with pseudo-sequence HLA-A02:02. The binding affinity (normalized) is 0.357. (2) The peptide sequence is KMLKRGSRK. The MHC is HLA-A03:01 with pseudo-sequence HLA-A03:01. The binding affinity (normalized) is 0.771.